Task: Predict the reactants needed to synthesize the given product.. Dataset: Full USPTO retrosynthesis dataset with 1.9M reactions from patents (1976-2016) (1) Given the product [Br-:38].[CH2:31]([N+:11]1[CH:12]=[CH:13][C:14]([C:15]2[CH:20]=[CH:19][CH:18]=[CH:17][C:16]=2[CH3:21])=[C:9]([CH2:8][O:7][CH2:6][C:5]2[CH:4]=[C:3]([C:2]([F:29])([F:1])[F:30])[CH:24]=[C:23]([C:25]([F:28])([F:27])[F:26])[CH:22]=2)[CH:10]=1)[C:32]1[CH:37]=[CH:36][CH:35]=[CH:34][CH:33]=1, predict the reactants needed to synthesize it. The reactants are: [F:1][C:2]([F:30])([F:29])[C:3]1[CH:4]=[C:5]([CH:22]=[C:23]([C:25]([F:28])([F:27])[F:26])[CH:24]=1)[CH2:6][O:7][CH2:8][C:9]1[CH:10]=[N:11][CH:12]=[CH:13][C:14]=1[C:15]1[CH:20]=[CH:19][CH:18]=[CH:17][C:16]=1[CH3:21].[CH2:31]([Br:38])[C:32]1[CH:37]=[CH:36][CH:35]=[CH:34][CH:33]=1. (2) Given the product [O:15]1[C:19]2([CH2:24][CH2:23][CH:22]([N:26]3[CH2:31][CH2:30][O:29][CH2:28][CH2:27]3)[CH2:21][CH2:20]2)[O:18][CH2:17][CH2:16]1, predict the reactants needed to synthesize it. The reactants are: C(O[BH-](OC(=O)C)OC(=O)C)(=O)C.[Na+].[O:15]1[C:19]2([CH2:24][CH2:23][C:22](=O)[CH2:21][CH2:20]2)[O:18][CH2:17][CH2:16]1.[NH:26]1[CH2:31][CH2:30][O:29][CH2:28][CH2:27]1.CC(O)=O. (3) Given the product [Cl:18][C:19]1[CH:20]=[CH:21][C:22]2[N:23]([CH:2]=[C:3]([C:5]3[CH:6]=[C:7]([NH:13][S:14]([CH3:17])(=[O:16])=[O:15])[CH:8]=[C:9]([C:11]#[N:12])[CH:10]=3)[N:25]=2)[N:24]=1, predict the reactants needed to synthesize it. The reactants are: Br[CH2:2][C:3]([C:5]1[CH:6]=[C:7]([NH:13][S:14]([CH3:17])(=[O:16])=[O:15])[CH:8]=[C:9]([C:11]#[N:12])[CH:10]=1)=O.[Cl:18][C:19]1[N:24]=[N:23][C:22]([NH2:25])=[CH:21][CH:20]=1. (4) Given the product [Cl:1][C:2]1[N:11]=[C:10]([N:16]([CH3:17])[CH3:15])[C:9]2[C:4](=[CH:5][CH:6]=[C:7]([Cl:13])[CH:8]=2)[N:3]=1, predict the reactants needed to synthesize it. The reactants are: [Cl:1][C:2]1[N:11]=[C:10](Cl)[C:9]2[C:4](=[CH:5][CH:6]=[C:7]([Cl:13])[CH:8]=2)[N:3]=1.Cl.[CH3:15][NH:16][CH3:17].C(N(CC)CC)C.